This data is from Forward reaction prediction with 1.9M reactions from USPTO patents (1976-2016). The task is: Predict the product of the given reaction. (1) Given the reactants [S:1]1([C:12]2[C:7](=[CH:8][CH:9]=[CH:10][CH:11]=2)[C:5](=[O:6])[NH:4]1)(=[O:3])=[O:2].[H-].[Na+].[CH2:15](Br)[C:16]1[CH:21]=[CH:20][CH:19]=[CH:18][CH:17]=1, predict the reaction product. The product is: [C:16]1([CH2:15][N:4]2[C:5](=[O:6])[C:7]3[C:12](=[CH:11][CH:10]=[CH:9][CH:8]=3)[S:1]2(=[O:2])=[O:3])[CH:21]=[CH:20][CH:19]=[CH:18][CH:17]=1. (2) Given the reactants N(C(N1CCCCC1)=O)=NC(N1CCCCC1)=O.C(P(CCCC)CCCC)CCC.[CH2:32]([O:39][CH2:40][C@H:41]1[CH2:43][C@@H:42]1[C:44]1[CH:45]=[C:46]([OH:50])[CH:47]=[N:48][CH:49]=1)[C:33]1[CH:38]=[CH:37][CH:36]=[CH:35][CH:34]=1.[C:51]([O:55][C:56]([N:58]1[CH2:61][CH2:60][C@H:59]1[CH2:62]O)=[O:57])([CH3:54])([CH3:53])[CH3:52], predict the reaction product. The product is: [C:51]([O:55][C:56]([N:58]1[CH2:61][CH2:60][C@H:59]1[CH2:62][O:50][C:46]1[CH:47]=[N:48][CH:49]=[C:44]([C@H:42]2[CH2:43][C@@H:41]2[CH2:40][O:39][CH2:32][C:33]2[CH:34]=[CH:35][CH:36]=[CH:37][CH:38]=2)[CH:45]=1)=[O:57])([CH3:54])([CH3:52])[CH3:53].